Dataset: Forward reaction prediction with 1.9M reactions from USPTO patents (1976-2016). Task: Predict the product of the given reaction. (1) Given the reactants [Br:1][C:2]1[CH:3]=[CH:4][C:5]([CH2:19][CH3:20])=[C:6]([CH:18]=1)[CH:7]=[C:8]1[C:12]([CH3:14])([CH3:13])[O:11][C:10]([CH3:16])([CH3:15])[C:9]1=[O:17].[OH:21]O.[OH-].[Li+], predict the reaction product. The product is: [Br:1][C:2]1[CH:3]=[CH:4][C:5]([CH2:19][CH3:20])=[C:6]([CH:7]2[C:8]3([C:9](=[O:17])[C:10]([CH3:15])([CH3:16])[O:11][C:12]3([CH3:13])[CH3:14])[O:21]2)[CH:18]=1. (2) Given the reactants [CH3:1][C:2]1[N:3]([C:8]2[N:13]=[CH:12][C:11]([C@@H:14]([OH:29])[CH2:15][NH:16][CH2:17][C@H:18]3[CH2:27][CH2:26][C:25]4[C:20](=[CH:21][CH:22]=[C:23]([I:28])[CH:24]=4)[O:19]3)=[CH:10][CH:9]=2)[C:4]([CH3:7])=[CH:5][CH:6]=1.[C:30](O[C:30]([O:32][C:33]([CH3:36])([CH3:35])[CH3:34])=[O:31])([O:32][C:33]([CH3:36])([CH3:35])[CH3:34])=[O:31], predict the reaction product. The product is: [CH3:1][C:2]1[N:3]([C:8]2[N:13]=[CH:12][C:11]([C@@H:14]([OH:29])[CH2:15][N:16]([CH2:17][C@H:18]3[CH2:27][CH2:26][C:25]4[C:20](=[CH:21][CH:22]=[C:23]([I:28])[CH:24]=4)[O:19]3)[C:30](=[O:31])[O:32][C:33]([CH3:36])([CH3:35])[CH3:34])=[CH:10][CH:9]=2)[C:4]([CH3:7])=[CH:5][CH:6]=1. (3) Given the reactants Br[C:2]1[CH:3]=[C:4]([NH:10][C:11]2[CH:20]=[CH:19][C:18]3[CH2:17][N:16]([CH:21]4[CH2:24][O:23][CH2:22]4)[CH2:15][CH2:14][C:13]=3[N:12]=2)[C:5](=[O:9])[N:6]([CH3:8])[CH:7]=1.[C:25]([O:28][CH2:29][C:30]1[C:35](B2OC(C)(C)C(C)(C)O2)=[CH:34][C:33]([F:45])=[CH:32][C:31]=1[N:46]1[CH2:57][CH2:56][C:55]2[C:54]3[CH2:53][C:52]([CH3:59])([CH3:58])[CH2:51][C:50]=3[S:49][C:48]=2[C:47]1=[O:60])(=[O:27])[CH3:26].CC(O[Na])=O.[O-]P([O-])([O-])=O.[K+].[K+].[K+], predict the reaction product. The product is: [C:25]([O:28][CH2:29][C:30]1[C:35]([C:2]2[CH:3]=[C:4]([NH:10][C:11]3[CH:20]=[CH:19][C:18]4[CH2:17][N:16]([CH:21]5[CH2:24][O:23][CH2:22]5)[CH2:15][CH2:14][C:13]=4[N:12]=3)[C:5](=[O:9])[N:6]([CH3:8])[CH:7]=2)=[CH:34][C:33]([F:45])=[CH:32][C:31]=1[N:46]1[CH2:57][CH2:56][C:55]2[C:54]3[CH2:53][C:52]([CH3:59])([CH3:58])[CH2:51][C:50]=3[S:49][C:48]=2[C:47]1=[O:60])(=[O:27])[CH3:26]. (4) Given the reactants [CH3:1][N:2](C)[CH2:3][CH2:4][N:5]1[C:14]2[C:9](=[CH:10][C:11]([N+:15]([O-:17])=[O:16])=[CH:12][CH:13]=2)[CH2:8][CH2:7][CH2:6]1.[C:19]1([O:25][C:26](Cl)=[O:27])[CH:24]=[CH:23][CH:22]=[CH:21][CH:20]=1, predict the reaction product. The product is: [CH3:1][N:2]([CH2:3][CH2:4][N:5]1[C:14]2[C:9](=[CH:10][C:11]([N+:15]([O-:17])=[O:16])=[CH:12][CH:13]=2)[CH2:8][CH2:7][CH2:6]1)[C:26](=[O:27])[O:25][C:19]1[CH:24]=[CH:23][CH:22]=[CH:21][CH:20]=1. (5) Given the reactants Cl.[NH2:2][C:3]1[C:4]2[C:14]([O:15][CH2:16][C@H:17]3[CH2:22][CH2:21][CH2:20][CH2:19][NH2+:18]3)=[CH:13][CH:12]=[CH:11][C:5]=2[NH:6][S:7](=[O:10])(=[O:9])[N:8]=1.[N:23]1([C:28]2[CH:29]=[C:30]([CH:34]=[CH:35][N:36]=2)[C:31](O)=[O:32])[CH:27]=[CH:26][N:25]=[CH:24]1, predict the reaction product. The product is: [N:23]1([C:28]2[CH:29]=[C:30]([C:31]([N:18]3[CH2:19][CH2:20][CH2:21][CH2:22][C@@H:17]3[CH2:16][O:15][C:14]3[C:4]4[C:3]([NH2:2])=[N:8][S:7](=[O:9])(=[O:10])[NH:6][C:5]=4[CH:11]=[CH:12][CH:13]=3)=[O:32])[CH:34]=[CH:35][N:36]=2)[CH:27]=[CH:26][N:25]=[CH:24]1. (6) Given the reactants [O:1]1[C:5]2[CH:6]=[CH:7][C:8]([O:10][C:11]3[N:33]=[CH:32][CH:31]=[CH:30][C:12]=3[C:13]([NH:15][CH2:16][C:17]3[CH:22]=[CH:21][C:20]([O:23][C@@H:24]([C:26](=O)[NH2:27])[CH3:25])=[CH:19][C:18]=3[F:29])=[O:14])=[CH:9][C:4]=2[O:3][CH2:2]1.Cl[CH2:35]Cl.[CH3:37][OH:38].ClCCl, predict the reaction product. The product is: [CH2:37]([O:38][C:26](=[NH:27])[C@H:24]([O:23][C:20]1[CH:21]=[CH:22][C:17]([CH2:16][NH:15][C:13]([C:12]2[C:11]([O:10][C:8]3[CH:7]=[CH:6][C:5]4[O:1][CH2:2][O:3][C:4]=4[CH:9]=3)=[N:33][CH:32]=[CH:31][CH:30]=2)=[O:14])=[C:18]([F:29])[CH:19]=1)[CH3:25])[CH3:35]. (7) Given the reactants [CH2:1]([O:8][C@H:9]1[C@H:15]([O:16][CH2:17][C:18]2[CH:23]=[CH:22][CH:21]=[CH:20][CH:19]=2)[C@@H:14]([O:24][CH2:25][C:26]2[CH:31]=[CH:30][CH:29]=[CH:28][CH:27]=2)[C@:13]2([C:33]3[CH:38]=[CH:37][C:36]([Cl:39])=[C:35]([CH2:40][C:41]4[CH:46]=[CH:45][C:44]([O:47][CH2:48][CH3:49])=[C:43]([F:50])[C:42]=4[F:51])[CH:34]=3)[O:32][C@@:10]1([C:52]([OH:54])=[O:53])[CH2:11][O:12]2)[C:2]1[CH:7]=[CH:6][CH:5]=[CH:4][CH:3]=1.S(=O)(=O)(O)O.[C:60](=O)(O)[O-].[Na+].O, predict the reaction product. The product is: [CH2:1]([O:8][C@H:9]1[C@H:15]([O:16][CH2:17][C:18]2[CH:23]=[CH:22][CH:21]=[CH:20][CH:19]=2)[C@@H:14]([O:24][CH2:25][C:26]2[CH:27]=[CH:28][CH:29]=[CH:30][CH:31]=2)[C@:13]2([C:33]3[CH:38]=[CH:37][C:36]([Cl:39])=[C:35]([CH2:40][C:41]4[CH:46]=[CH:45][C:44]([O:47][CH2:48][CH3:49])=[C:43]([F:50])[C:42]=4[F:51])[CH:34]=3)[O:32][C@@:10]1([C:52]([O:54][CH3:60])=[O:53])[CH2:11][O:12]2)[C:2]1[CH:3]=[CH:4][CH:5]=[CH:6][CH:7]=1.